This data is from Reaction yield outcomes from USPTO patents with 853,638 reactions. The task is: Predict the reaction yield, written as a fraction of the theoretical maximum amount of product (1.0 means a 100% yield; for example, 0.34 means a 34% yield). (1) The reactants are [Cl-].O[NH3+:3].[C:4](=[O:7])([O-])[OH:5].[Na+].CS(C)=O.[CH:13]1([O:16][C:17]2[CH:22]=[CH:21][C:20]([N:23]3[C:28](=[O:29])[C:27]([CH2:30][C:31]4[CH:36]=[CH:35][C:34]([C:37]5[C:38]([C:43]#[N:44])=[CH:39][CH:40]=[CH:41][CH:42]=5)=[CH:33][CH:32]=4)=[C:26]([CH2:45][CH2:46][CH3:47])[N:25]=[C:24]3[CH3:48])=[CH:19][CH:18]=2)[CH2:15][CH2:14]1. The catalyst is O.C(OCC)(=O)C. The product is [CH:13]1([O:16][C:17]2[CH:18]=[CH:19][C:20]([N:23]3[C:28](=[O:29])[C:27]([CH2:30][C:31]4[CH:36]=[CH:35][C:34]([C:37]5[CH:42]=[CH:41][CH:40]=[CH:39][C:38]=5[C:43]5[NH:3][C:4](=[O:7])[O:5][N:44]=5)=[CH:33][CH:32]=4)=[C:26]([CH2:45][CH2:46][CH3:47])[N:25]=[C:24]3[CH3:48])=[CH:21][CH:22]=2)[CH2:14][CH2:15]1. The yield is 0.430. (2) The reactants are [CH3:1][N:2]1[C:6](OS(C(F)(F)C(F)(F)C(F)(F)C(F)(F)F)(=O)=O)=[CH:5][C:4]([Br:24])=[N:3]1.[F:25][C:26]([F:37])([F:36])[C:27]1[CH:32]=[CH:31][C:30](B(O)O)=[CH:29][CH:28]=1.C(=O)([O-])[O-].[Na+].[Na+].Cl. The catalyst is CN(C)C=O.[Pd].C1(P(C2C=CC=CC=2)C2C=CC=CC=2)C=CC=CC=1.C1(P(C2C=CC=CC=2)C2C=CC=CC=2)C=CC=CC=1.C1(P(C2C=CC=CC=2)C2C=CC=CC=2)C=CC=CC=1.C1(P(C2C=CC=CC=2)C2C=CC=CC=2)C=CC=CC=1. The yield is 0.560. The product is [CH3:1][N:2]1[C:6]([C:30]2[CH:31]=[CH:32][C:27]([C:26]([F:37])([F:36])[F:25])=[CH:28][CH:29]=2)=[CH:5][C:4]([Br:24])=[N:3]1. (3) The reactants are Cl.[CH3:2][O:3][NH:4][CH3:5].C(N(C(C)C)CC)(C)C.[Br:15][C:16]1[CH:17]=[C:18]([CH:22]=[CH:23][CH:24]=1)[C:19](Cl)=[O:20]. The catalyst is C(Cl)Cl. The product is [Br:15][C:16]1[CH:17]=[C:18]([CH:22]=[CH:23][CH:24]=1)[C:19]([N:4]([O:3][CH3:2])[CH3:5])=[O:20]. The yield is 0.900. (4) The reactants are [Cl:1][C:2]1[CH:10]=[C:9]2[C:5]([C:6]3([CH2:15][CH2:14][CH2:13][CH2:12]3)[C:7](=O)[NH:8]2)=[CH:4][CH:3]=1.CO. The catalyst is C1COCC1. The product is [Cl:1][C:2]1[CH:10]=[C:9]2[C:5]([C:6]3([CH2:15][CH2:14][CH2:13][CH2:12]3)[CH2:7][NH:8]2)=[CH:4][CH:3]=1. The yield is 0.880. (5) The reactants are [CH2:1]([NH:4][C:5]([C:7]1[S:11][C:10]([C:12]2[CH:17]=[CH:16][N:15]=[CH:14][CH:13]=2)=[N:9][C:8]=1[CH2:18][C:19]1[CH:24]=[CH:23][C:22]([Cl:25])=[CH:21][CH:20]=1)=O)[CH:2]=[CH2:3].P(Cl)(Cl)(Cl)(Cl)Cl.Cl.O1CCOCC1.CO[CH:41](OC)[CH2:42][NH2:43]. The catalyst is C(Cl)Cl. The product is [CH2:1]([N:4]1[CH:41]=[CH:42][N:43]=[C:5]1[C:7]1[S:11][C:10]([C:12]2[CH:17]=[CH:16][N:15]=[CH:14][CH:13]=2)=[N:9][C:8]=1[CH2:18][C:19]1[CH:24]=[CH:23][C:22]([Cl:25])=[CH:21][CH:20]=1)[CH:2]=[CH2:3]. The yield is 0.620. (6) The reactants are [Cl:1][C:2]1[CH:7]=[CH:6][N:5]=[C:4]([CH2:8]O)[CH:3]=1.S(Cl)([Cl:12])=O.C(=O)([O-])O.[Na+]. The catalyst is C1(C)C=CC=CC=1. The product is [Cl:1][C:2]1[CH:7]=[CH:6][N:5]=[C:4]([CH2:8][Cl:12])[CH:3]=1. The yield is 0.590. (7) The reactants are [OH:1][C@@H:2]1[CH2:6][NH:5][C@H:4]([C:7]([OH:9])=[O:8])[CH2:3]1.[C:10](O[C:10]([O:12][C:13]([CH3:16])([CH3:15])[CH3:14])=[O:11])([O:12][C:13]([CH3:16])([CH3:15])[CH3:14])=[O:11].[OH-].[Na+].C(O)(=O)CC(CC(O)=O)(C(O)=O)O. The catalyst is C1COCC1.O. The product is [C:13]([O:12][C:10]([N:5]1[CH2:6][C@@H:2]([OH:1])[CH2:3][C@H:4]1[C:7]([OH:9])=[O:8])=[O:11])([CH3:16])([CH3:15])[CH3:14]. The yield is 0.770. (8) The reactants are Cl.[Br:2][C:3]1[CH:12]=[CH:11][CH:10]=[C:9]2[C:4]=1[C:5](=[O:31])[N:6]1[C:16](Cl)=[N:15][C:14]3[N:18]([S:21]([C:24]4[CH:29]=[CH:28][C:27]([CH3:30])=[CH:26][CH:25]=4)(=[O:23])=[O:22])[CH:19]=[CH:20][C:13]=3[C:7]1=[N:8]2.[CH3:32][CH:33]([N:35]1[CH2:40][CH2:39][N:38]([C:41]2[CH:47]=[CH:46][C:44]([NH2:45])=[C:43]([O:48][CH3:49])[CH:42]=2)[CH2:37][CH2:36]1)[CH3:34].[CH3:34][CH:33]([N:35]1[CH2:36][CH2:37][N:38]([C:41]2[CH:47]=[CH:46][C:44]([NH2:45])=[C:43]([O:48][CH3:49])[CH:42]=2)[CH2:39][CH2:40]1)[CH3:32]. The catalyst is C1COCC1.C(OCC)(=O)C. The product is [Br:2][C:3]1[CH:12]=[CH:11][CH:10]=[C:9]2[C:4]=1[C:5](=[O:31])[N:6]1[C:16]([NH:45][C:44]3[CH:46]=[CH:47][C:41]([N:38]4[CH2:39][CH2:40][N:35]([CH:33]([CH3:32])[CH3:34])[CH2:36][CH2:37]4)=[CH:42][C:43]=3[O:48][CH3:49])=[N:15][C:14]3[N:18]([S:21]([C:24]4[CH:29]=[CH:28][C:27]([CH3:30])=[CH:26][CH:25]=4)(=[O:23])=[O:22])[CH:19]=[CH:20][C:13]=3[C:7]1=[N:8]2. The yield is 0.840.